This data is from Full USPTO retrosynthesis dataset with 1.9M reactions from patents (1976-2016). The task is: Predict the reactants needed to synthesize the given product. (1) Given the product [CH3:17][O:18][C:19](=[O:23])[CH:20]([N:12]1[CH2:11][CH2:10][N:9]([C:6]2[CH:5]=[CH:4][C:3]([C:2]([F:1])([F:15])[F:16])=[CH:8][N:7]=2)[CH2:14][CH2:13]1)[CH3:21], predict the reactants needed to synthesize it. The reactants are: [F:1][C:2]([F:16])([F:15])[C:3]1[CH:4]=[CH:5][C:6]([N:9]2[CH2:14][CH2:13][NH:12][CH2:11][CH2:10]2)=[N:7][CH:8]=1.[CH3:17][O:18][C:19](=[O:23])[CH:20](Br)[CH3:21]. (2) Given the product [Cl:18][CH2:14][C:5]1[C:6]2[C:11](=[CH:10][CH:9]=[CH:8][CH:7]=2)[CH:12]=[CH:13][C:4]=1[O:3][CH2:1][CH3:2], predict the reactants needed to synthesize it. The reactants are: [CH2:1]([O:3][C:4]1[CH:13]=[CH:12][C:11]2[C:6](=[CH:7][CH:8]=[CH:9][CH:10]=2)[C:5]=1[CH2:14]O)[CH3:2].S(Cl)([Cl:18])=O.